This data is from Reaction yield outcomes from USPTO patents with 853,638 reactions. The task is: Predict the reaction yield, written as a fraction of the theoretical maximum amount of product (1.0 means a 100% yield; for example, 0.34 means a 34% yield). (1) The reactants are [Br:1][C:2]1[CH:3]=[C:4]([OH:8])[CH:5]=[CH:6][CH:7]=1.Cl[C:10]([F:15])([F:14])C([O-])=O.[Na+].C([O-])([O-])=O.[Cs+].[Cs+]. The catalyst is CN(C=O)C.CCOC(C)=O. The product is [Br:1][C:2]1[CH:7]=[CH:6][CH:5]=[C:4]([O:8][CH:10]([F:15])[F:14])[CH:3]=1. The yield is 0.610. (2) The reactants are [CH3:1][O:2][C:3]1[CH:8]=[CH:7][C:6]([CH:9]([NH:12][CH2:13][CH2:14][C:15]2[CH:20]=[CH:19][C:18]([O:21][CH3:22])=[CH:17][CH:16]=2)[C:10]#[N:11])=[CH:5][CH:4]=1.[H-].[Al+3].[Li+].[H-].[H-].[H-]. The catalyst is C(OCC)C. The product is [CH3:22][O:21][C:18]1[CH:19]=[CH:20][C:15]([CH2:14][CH2:13][NH:12][CH:9]([C:6]2[CH:5]=[CH:4][C:3]([O:2][CH3:1])=[CH:8][CH:7]=2)[CH2:10][NH2:11])=[CH:16][CH:17]=1. The yield is 1.00.